From a dataset of Full USPTO retrosynthesis dataset with 1.9M reactions from patents (1976-2016). Predict the reactants needed to synthesize the given product. (1) Given the product [NH2:1][O:2][CH:3]([C:10]1[CH:15]=[CH:14][CH:13]=[CH:12][CH:11]=1)[CH2:4][CH2:5][CH2:6][OH:7], predict the reactants needed to synthesize it. The reactants are: [NH2:1][O:2][CH:3]([C:10]1[CH:15]=[CH:14][CH:13]=[CH:12][CH:11]=1)[CH2:4][CH2:5][C:6](OC)=[O:7].[H-].[H-].[H-].[H-].[Li+].[Al+3]. (2) Given the product [Br:1][C:2]1[CH:3]=[N:4][CH:5]=[C:6]2[N:10]([CH3:11])[N:9]=[CH:8][C:7]=12, predict the reactants needed to synthesize it. The reactants are: [Br:1][C:2]1[CH:3]=[N:4][CH:5]=[C:6](Br)[C:7]=1/[CH:8]=[N:9]/[NH:10][CH3:11].[H-].[Na+]. (3) Given the product [F:1][C:2]1[CH:3]=[C:4]([CH:8]2[CH2:12][CH2:11][CH2:10][N:9]2[C:13]2[CH:18]=[CH:17][N:16]3[N:19]=[CH:20][C:21]([C:22]([OH:24])=[O:23])=[C:15]3[N:14]=2)[CH:5]=[N:6][CH:7]=1, predict the reactants needed to synthesize it. The reactants are: [F:1][C:2]1[CH:3]=[C:4]([CH:8]2[CH2:12][CH2:11][CH2:10][N:9]2[C:13]2[CH:18]=[CH:17][N:16]3[N:19]=[CH:20][C:21]([C:22]([O:24]CC)=[O:23])=[C:15]3[N:14]=2)[CH:5]=[N:6][CH:7]=1.[Li+].[OH-]. (4) Given the product [C:23]([CH:12]([NH:11][C:9](=[O:10])[O:8][CH2:1][C:2]1[CH:3]=[CH:4][CH:5]=[CH:6][CH:7]=1)[CH2:13][C:15]1[CH:16]=[CH:21][CH:20]=[CH:19][CH:18]=1)#[N:24], predict the reactants needed to synthesize it. The reactants are: [CH2:1]([O:8][C:9]([NH:11][C:12](=O)[C@H:13]([CH2:15][C:16]1[CH:21]=[CH:20][CH:19]=[CH:18]C=1)N)=[O:10])[C:2]1[CH:7]=[CH:6][CH:5]=[CH:4][CH:3]=1.[CH3:23][N:24](C=O)C.N1C(Cl)=NC(Cl)=NC=1Cl.